The task is: Regression. Given a peptide amino acid sequence and an MHC pseudo amino acid sequence, predict their binding affinity value. This is MHC class I binding data.. This data is from Peptide-MHC class I binding affinity with 185,985 pairs from IEDB/IMGT. (1) The MHC is HLA-A02:01 with pseudo-sequence HLA-A02:01. The peptide sequence is QMTSTFIML. The binding affinity (normalized) is 0.442. (2) The peptide sequence is RMMATKDSF. The MHC is HLA-A02:16 with pseudo-sequence HLA-A02:16. The binding affinity (normalized) is 0.0847. (3) The peptide sequence is LTMKAIEKDR. The MHC is HLA-A68:01 with pseudo-sequence HLA-A68:01. The binding affinity (normalized) is 0.614. (4) The peptide sequence is KCDICTDEY. The MHC is HLA-B07:02 with pseudo-sequence HLA-B07:02. The binding affinity (normalized) is 0.0847. (5) The peptide sequence is TPRDLGACI. The MHC is HLA-B07:02 with pseudo-sequence HLA-B07:02. The binding affinity (normalized) is 0.514. (6) The peptide sequence is AQKRAAAGIM. The MHC is HLA-B15:01 with pseudo-sequence HLA-B15:01. The binding affinity (normalized) is 0.609.